This data is from Forward reaction prediction with 1.9M reactions from USPTO patents (1976-2016). The task is: Predict the product of the given reaction. (1) Given the reactants [C:1]([C:5]1[O:9][N:8]=[C:7]([NH:10][C:11]([NH:13][C:14]2[CH:19]=[CH:18][CH:17]=[C:16]([SH:20])[CH:15]=2)=[O:12])[CH:6]=1)([CH3:4])([CH3:3])[CH3:2].C(C1ON=C(NC(NC2C=CC=C(O[C:41]3[C:50]4[C:45](=[CH:46][C:47]([O:53][CH2:54][CH3:55])=[C:48]([O:51][CH3:52])[CH:49]=4)[N:44]=[CH:43][N:42]=3)C=2)=O)C=1)(C)(C)C.C([O-])([O-])=O.[Cs+].[Cs+], predict the reaction product. The product is: [C:1]([C:5]1[O:9][N:8]=[C:7]([NH:10][C:11]([NH:13][C:14]2[CH:19]=[CH:18][CH:17]=[C:16]([S:20][C:41]3[C:50]4[C:45](=[CH:46][C:47]([O:53][CH2:54][CH3:55])=[C:48]([O:51][CH3:52])[CH:49]=4)[N:44]=[CH:43][N:42]=3)[CH:15]=2)=[O:12])[CH:6]=1)([CH3:4])([CH3:2])[CH3:3]. (2) Given the reactants [F:1][C:2]([F:21])([F:20])[C:3]1[N:8]=[CH:7][C:6]([NH:9][C:10]2[C:11]3[CH2:19][NH:18][CH2:17][CH2:16][C:12]=3[N:13]=[CH:14][N:15]=2)=[CH:5][CH:4]=1.Cl[C:23]1[C:28](Cl)=[CH:27][CH:26]=[CH:25]N=1.[CH:30](N(CC)C(C)C)(C)[CH3:31], predict the reaction product. The product is: [CH2:23]([N:18]1[CH2:17][CH2:16][C:12]2[N:13]=[CH:14][N:15]=[C:10]([NH:9][C:6]3[CH:7]=[N:8][C:3]([C:2]([F:20])([F:1])[F:21])=[CH:4][CH:5]=3)[C:11]=2[CH2:19]1)[C:28]1[CH:31]=[CH:30][CH:25]=[CH:26][CH:27]=1. (3) Given the reactants [NH2:1][C:2]1[C:6]([CH3:7])=[CH:5][S:4][C:3]=1[C:8]([O:10]C)=O.[C:12]([C:14]([O:16][CH2:17][CH3:18])=[O:15])#[N:13].Cl, predict the reaction product. The product is: [CH3:7][C:6]1[C:2]2[N:1]=[C:12]([C:14]([O:16][CH2:17][CH3:18])=[O:15])[NH:13][C:8](=[O:10])[C:3]=2[S:4][CH:5]=1. (4) Given the reactants CC1(C)[C@@H]2CC[C@]1(CS([O:14][C@@:15]([C:31]1[CH:36]=[CH:35][C:34]([F:37])=[CH:33][C:32]=1[F:38])([C@H:22]([C:24]1[C:29]([F:30])=[CH:28][N:27]=[CH:26][N:25]=1)[CH3:23])[CH2:16][N:17]1[CH:21]=[N:20][CH:19]=[N:18]1)(=O)=O)C(=O)C2.CCO.C([O-])(=O)C.[Na+], predict the reaction product. The product is: [F:38][C:32]1[CH:33]=[C:34]([F:37])[CH:35]=[CH:36][C:31]=1[C@:15]([OH:14])([C@H:22]([C:24]1[C:29]([F:30])=[CH:28][N:27]=[CH:26][N:25]=1)[CH3:23])[CH2:16][N:17]1[CH:21]=[N:20][CH:19]=[N:18]1. (5) Given the reactants [CH3:1][O:2][N:3]=[C:4]([C:13]1[CH:14]=[N:15][C:16]([NH2:19])=[CH:17][CH:18]=1)[C:5]1[CH:10]=[CH:9][C:8]([O:11][CH3:12])=[CH:7][CH:6]=1.C(N(CC)CC)(C)C.[F:28][C:29]1[C:37]([F:38])=[CH:36][CH:35]=[CH:34][C:30]=1[C:31](Cl)=[O:32], predict the reaction product. The product is: [F:28][C:29]1[C:37]([F:38])=[CH:36][CH:35]=[CH:34][C:30]=1[C:31]([NH:19][C:16]1[CH:17]=[CH:18][C:13]([C:4](=[N:3][O:2][CH3:1])[C:5]2[CH:6]=[CH:7][C:8]([O:11][CH3:12])=[CH:9][CH:10]=2)=[CH:14][N:15]=1)=[O:32].